This data is from M1 muscarinic receptor antagonist screen with 61,756 compounds. The task is: Binary Classification. Given a drug SMILES string, predict its activity (active/inactive) in a high-throughput screening assay against a specified biological target. (1) The drug is o1c(c2nc3n(n2)cnc2n(ncc32)c2ccccc2)ccc1. The result is 0 (inactive). (2) The compound is O(c1ccc(n2c3nc4c(nc3c(c2NC(=O)c2occc2)C#N)cccc4)cc1)C. The result is 0 (inactive). (3) The compound is Brc1cc(F)c(Nc2n3ncnc3nc(c2)C)cc1. The result is 0 (inactive). (4) The result is 0 (inactive). The compound is o1\c(n(c2c1cccc2)CCC(O)=O)=C/C=N\c1ccccc1. (5) The molecule is FC(F)(F)C1n2[nH]cc(c2=NC(C1)c1ccccc1)C(=O)N(Cc1c(n(nc1C)C)C)C. The result is 0 (inactive). (6) The drug is O=c1[nH]c2c(cc1CN(C1CCCCC1)C(CC)c1n(nnn1)Cc1occc1)cc(OC)cc2. The result is 0 (inactive). (7) The molecule is S(=O)(=O)(N(CCCCC)C(=O)NC(=O)NC(CC)C)C. The result is 0 (inactive). (8) The drug is Clc1ccc(c2nn(CCC(OCC)=O)c(N)c2)cc1. The result is 0 (inactive).